From a dataset of Catalyst prediction with 721,799 reactions and 888 catalyst types from USPTO. Predict which catalyst facilitates the given reaction. (1) Product: [CH:5]([NH:8][C:11](=[O:10])[C:12]1[CH:17]=[CH:16][C:15]([O:18][CH2:19][C:20]2[C:21]([C:29]3[CH:34]=[CH:33][CH:32]=[CH:31][CH:30]=3)=[N:22][O:23][C:24]=2[C:25]([F:28])([F:27])[F:26])=[N:14][CH:13]=1)([CH3:7])[CH3:6]. The catalyst class is: 12. Reactant: C[Al](C)C.[CH:5]([NH2:8])([CH3:7])[CH3:6].C[O:10][C:11](=O)[C:12]1[CH:17]=[CH:16][C:15]([O:18][CH2:19][C:20]2[C:21]([C:29]3[CH:34]=[CH:33][CH:32]=[CH:31][CH:30]=3)=[N:22][O:23][C:24]=2[C:25]([F:28])([F:27])[F:26])=[N:14][CH:13]=1.O. (2) Reactant: [Cl:1][C:2]1[CH:7]=[CH:6][CH:5]=[C:4]([N+:8]([O-])=O)[C:3]=1[I:11]. Product: [Cl:1][C:2]1[C:3]([I:11])=[C:4]([CH:5]=[CH:6][CH:7]=1)[NH2:8]. The catalyst class is: 8. (3) Reactant: [OH:1][C:2]1[CH:24]=[CH:23][C:5]([CH:6]=[C:7]2[CH2:12][CH2:11][N:10]([C:13]([O:15][CH2:16][C:17]3[CH:22]=[CH:21][CH:20]=[CH:19][CH:18]=3)=[O:14])[CH2:9][CH2:8]2)=[CH:4][C:3]=1[N+:25]([O-:27])=[O:26].Br[CH2:29][C:30]([O:32][CH3:33])=[O:31].C(=O)([O-])[O-].[K+].[K+].O. Product: [CH3:33][O:32][C:30](=[O:31])[CH2:29][O:1][C:2]1[CH:24]=[CH:23][C:5]([CH:6]=[C:7]2[CH2:12][CH2:11][N:10]([C:13]([O:15][CH2:16][C:17]3[CH:18]=[CH:19][CH:20]=[CH:21][CH:22]=3)=[O:14])[CH2:9][CH2:8]2)=[CH:4][C:3]=1[N+:25]([O-:27])=[O:26]. The catalyst class is: 10. (4) Reactant: [N+:1]([C:4]1[CH:14]=[CH:13][C:7]2[O:8][CH2:9][C:10](=[O:12])[NH:11][C:6]=2[CH:5]=1)([O-])=O. Product: [NH2:1][C:4]1[CH:14]=[CH:13][C:7]2[O:8][CH2:9][C:10](=[O:12])[NH:11][C:6]=2[CH:5]=1. The catalyst class is: 19. (5) The catalyst class is: 5. Reactant: [Br:1][C:2]1[C:10]2[O:9][CH2:8][C:7](=O)[C:6]=2[CH:5]=[CH:4][CH:3]=1.[Cl-].[CH3:13][O:14][NH3+:15].C([O-])(=O)C.[Na+]. Product: [CH3:13][O:14][N:15]=[C:7]1[C:6]2[CH:5]=[CH:4][CH:3]=[C:2]([Br:1])[C:10]=2[O:9][CH2:8]1. (6) Reactant: [NH:1]1[CH:5]=[C:4]([C:6]2[CH:26]=[CH:25][CH:24]=[CH:23][C:7]=2[O:8][CH2:9][C:10]([C:12]2[CH:22]=[CH:21][CH:20]=[CH:19][C:13]=2[C:14]([O:16]CC)=[O:15])=[O:11])[N:3]=[CH:2]1.O[Li].O.Cl.N. Product: [NH:1]1[CH:5]=[C:4]([C:6]2[CH:26]=[CH:25][CH:24]=[CH:23][C:7]=2[O:8][CH2:9][C:10]([C:12]2[CH:22]=[CH:21][CH:20]=[CH:19][C:13]=2[C:14]([OH:16])=[O:15])=[O:11])[N:3]=[CH:2]1. The catalyst class is: 30.